Predict the product of the given reaction. From a dataset of Forward reaction prediction with 1.9M reactions from USPTO patents (1976-2016). (1) Given the reactants [CH2:1]([O:8][C:9](=[O:30])[N:10]([CH2:26][CH2:27][CH2:28][NH2:29])[CH2:11][CH2:12][CH2:13][CH:14]([NH2:25])C(OCC1C=CC=CC=1)=O)[C:2]1[CH:7]=[CH:6][CH:5]=[CH:4][CH:3]=1.C(N([CH2:36][CH3:37])CC)C.Br[CH2:39][C:40]([O:42][CH2:43][CH3:44])=[O:41].[OH2:45], predict the reaction product. The product is: [CH2:43]([O:42][C:40](=[O:41])[CH2:39][NH:29][CH2:28][CH2:27][CH2:26][N:10]([C:9]([O:8][CH2:1][C:2]1[CH:3]=[CH:4][CH:5]=[CH:6][CH:7]=1)=[O:30])[CH2:11][CH2:12][CH2:13][CH2:14][NH:25][C:1]([O:8][CH2:9][C:37]1[CH:36]=[CH:4][CH:3]=[CH:2][CH:7]=1)=[O:45])[CH3:44]. (2) Given the reactants [Br:1][C:2]1[CH:9]=[CH:8][C:5]([C:6]#[N:7])=[CH:4][C:3]=1[CH:10](Br)Br.CC[OH:15], predict the reaction product. The product is: [Br:1][C:2]1[CH:9]=[CH:8][C:5]([C:6]#[N:7])=[CH:4][C:3]=1[CH:10]=[O:15].